Predict which catalyst facilitates the given reaction. From a dataset of Catalyst prediction with 721,799 reactions and 888 catalyst types from USPTO. (1) Reactant: [Br:1][C:2]1[CH:3]=[CH:4][C:5]([OH:10])=[C:6]([CH:9]=1)[CH:7]=[O:8].[CH2:11](OS(C1C=CC(C)=CC=1)(=O)=O)[C@@H:12]1[O:14][CH2:13]1.C([O-])([O-])=O.[K+].[K+]. Product: [Br:1][C:2]1[CH:3]=[CH:4][C:5]([O:10][CH2:11][C@H:12]2[CH2:13][O:14]2)=[C:6]([CH:9]=1)[CH:7]=[O:8]. The catalyst class is: 3. (2) Reactant: Br[C:2]1[S:3][C:4]([Br:7])=[CH:5][N:6]=1.[CH3:8][CH:9]1[CH2:14][NH:13][CH2:12][CH:11]([CH3:15])[NH:10]1.C(=O)([O-])[O-].[K+].[K+].CN(C)C=O. Product: [Br:7][C:4]1[S:3][C:2]([N:13]2[CH2:12][CH:11]([CH3:15])[NH:10][CH:9]([CH3:8])[CH2:14]2)=[N:6][CH:5]=1. The catalyst class is: 6. (3) Reactant: [C:1]([O:5][C:6](=[O:23])[NH:7][CH2:8][CH2:9][CH2:10][NH:11][C:12]([C:14]1[C:18]([CH3:19])=[C:17]([CH:20]=O)[NH:16][C:15]=1[CH3:22])=[O:13])([CH3:4])([CH3:3])[CH3:2].[F:24][C:25]1[CH:26]=[C:27]2[C:31](=[CH:32][CH:33]=1)[NH:30][C:29](=[O:34])[CH2:28]2.N1CCCC1. Product: [C:1]([O:5][C:6](=[O:23])[NH:7][CH2:8][CH2:9][CH2:10][NH:11][C:12]([C:14]1[C:18]([CH3:19])=[C:17](/[CH:20]=[C:28]2\[C:29](=[O:34])[NH:30][C:31]3[C:27]\2=[CH:26][C:25]([F:24])=[CH:33][CH:32]=3)[NH:16][C:15]=1[CH3:22])=[O:13])([CH3:4])([CH3:3])[CH3:2]. The catalyst class is: 8. (4) Product: [C:15]([C:3]1[CH:2]=[CH:7][CH:6]=[CH:5][N:4]=1)(=[O:17])[CH3:16].[C:1]([O:9][CH2:10][CH2:11][CH2:12][CH3:13])(=[O:8])[C:2]1[CH:7]=[CH:6][CH:5]=[N:4][CH:3]=1. Reactant: [C:1]([O:9][CH2:10][CH2:11][CH2:12][CH3:13])(=[O:8])[C:2]1[CH:7]=[CH:6][CH:5]=[N:4][CH:3]=1.O.[C:15](O)(=[O:17])[CH3:16]. The catalyst class is: 17.